This data is from Forward reaction prediction with 1.9M reactions from USPTO patents (1976-2016). The task is: Predict the product of the given reaction. Given the reactants O.[OH-].[Li+:3].C[O:5][C:6]([C:8]1[CH:12]=[C:11]([C:13]2[N:14]=[N:15][CH:16]=[CH:17][CH:18]=2)[N:10]([C:19]2[CH:20]=[N:21][C:22]([O:25][CH3:26])=[CH:23][CH:24]=2)[N:9]=1)=[O:7], predict the reaction product. The product is: [Li+:3].[CH3:26][O:25][C:22]1[N:21]=[CH:20][C:19]([N:10]2[C:11]([C:13]3[N:14]=[N:15][CH:16]=[CH:17][CH:18]=3)=[CH:12][C:8]([C:6]([O-:7])=[O:5])=[N:9]2)=[CH:24][CH:23]=1.